Dataset: Forward reaction prediction with 1.9M reactions from USPTO patents (1976-2016). Task: Predict the product of the given reaction. (1) Given the reactants [N:1]1([CH2:6][CH2:7][NH2:8])[CH:5]=[CH:4][N:3]=[CH:2]1.[N+:9]([C:12]1[CH:17]=[CH:16][CH:15]=[CH:14][C:13]=1NC1CCN(C(OC(C)(C)C)=O)CC1)([O-:11])=[O:10], predict the reaction product. The product is: [N:1]1([CH2:6][CH2:7][NH:8][C:13]2[CH:14]=[CH:15][CH:16]=[CH:17][C:12]=2[N+:9]([O-:11])=[O:10])[CH:5]=[CH:4][N:3]=[CH:2]1. (2) Given the reactants Br[C:2]1[C:10]2[C:9](=[O:11])[N:8]([CH3:12])[C:7](=[O:13])[N:6]([CH2:14][CH:15]([CH3:17])[CH3:16])[C:5]=2[S:4][C:3]=1[CH2:18][C:19]1[CH:24]=[CH:23][CH:22]=[CH:21][C:20]=1[C:25]([F:28])([F:27])[F:26].C([Mg]Br)[CH:30]([CH3:32])C.[C:35](=[O:37])=[O:36], predict the reaction product. The product is: [CH3:12][N:8]1[C:9](=[O:11])[C:10]2[C:2]([C:35]([O:37][CH2:30][CH3:32])=[O:36])=[C:3]([CH2:18][C:19]3[CH:24]=[CH:23][CH:22]=[CH:21][C:20]=3[C:25]([F:28])([F:27])[F:26])[S:4][C:5]=2[N:6]([CH2:14][CH:15]([CH3:17])[CH3:16])[C:7]1=[O:13]. (3) Given the reactants C(N(C(C)C)C(C)C)C.[NH:10]1[C:18]2[C:13](=[CH:14][CH:15]=[CH:16][CH:17]=2)[CH:12]=[C:11]1[CH2:19][NH:20][C:21]([C:23]1([CH2:29][NH2:30])[CH2:28][CH2:27][NH:26][CH2:25][CH2:24]1)=[O:22].Cl[C:32]1[C:33]2[CH:40]=[CH:39][NH:38][C:34]=2[N:35]=[CH:36][N:37]=1, predict the reaction product. The product is: [NH:10]1[C:18]2[C:13](=[CH:14][CH:15]=[CH:16][CH:17]=2)[CH:12]=[C:11]1[CH2:19][NH:20][C:21]([C:23]1([CH2:29][NH2:30])[CH2:24][CH2:25][N:26]([C:32]2[C:33]3[CH:40]=[CH:39][NH:38][C:34]=3[N:35]=[CH:36][N:37]=2)[CH2:27][CH2:28]1)=[O:22].